Dataset: Forward reaction prediction with 1.9M reactions from USPTO patents (1976-2016). Task: Predict the product of the given reaction. (1) Given the reactants [CH3:1][O:2][C:3](=[O:12])[C:4]1[CH:9]=[CH:8][C:7](Br)=[CH:6][C:5]=1[CH3:11].[CH3:13][C:14]1([CH3:30])[C:18]([CH3:20])([CH3:19])[O:17][B:16]([B:16]2[O:17][C:18]([CH3:20])([CH3:19])[C:14]([CH3:30])([CH3:13])[O:15]2)[O:15]1.C([O-])(=O)C.[K+], predict the reaction product. The product is: [CH3:1][O:2][C:3](=[O:12])[C:4]1[CH:9]=[CH:8][C:7]([B:16]2[O:17][C:18]([CH3:20])([CH3:19])[C:14]([CH3:30])([CH3:13])[O:15]2)=[CH:6][C:5]=1[CH3:11]. (2) Given the reactants [NH:1]1[CH2:5][CH2:4][CH2:3][C:2]1=[O:6].C[O-].[Na+].Br[C@H:11]([CH2:15][CH3:16])[C:12]([NH2:14])=[O:13], predict the reaction product. The product is: [CH3:16][CH2:15][C@H:11]([N:1]1[C:2](=[O:6])[CH2:3][CH2:4][CH2:5]1)[C:12]([NH2:14])=[O:13]. (3) Given the reactants [F:1][C:2]([F:21])([F:20])[C:3]1[CH:4]=[C:5]([C@H:13]2[O:17][C:16](=[O:18])[NH:15][C@H:14]2[CH3:19])[CH:6]=[C:7]([C:9]([F:12])([F:11])[F:10])[CH:8]=1.[H-].[Na+].[Cl:24][C:25]1[C:26]([CH3:38])=[N:27][C:28]([S:36][CH3:37])=[N:29][C:30]=1[CH2:31]S(C)(=O)=O.[NH4+].[Cl-], predict the reaction product. The product is: [F:21][C:2]([F:1])([F:20])[C:3]1[CH:4]=[C:5]([C@H:13]2[O:17][C:16](=[O:18])[N:15]([CH2:31][C:30]3[C:25]([Cl:24])=[C:26]([CH3:38])[N:27]=[C:28]([S:36][CH3:37])[N:29]=3)[C@H:14]2[CH3:19])[CH:6]=[C:7]([C:9]([F:10])([F:11])[F:12])[CH:8]=1.